This data is from Catalyst prediction with 721,799 reactions and 888 catalyst types from USPTO. The task is: Predict which catalyst facilitates the given reaction. Reactant: C[O:2][C:3](=O)[C:4]1[CH:9]=[CH:8][C:7]([C:10]([F:13])([F:12])[F:11])=[C:6]([CH3:14])[CH:5]=1.[BH4-].[Li+].Cl. Product: [CH3:14][C:6]1[CH:5]=[C:4]([CH2:3][OH:2])[CH:9]=[CH:8][C:7]=1[C:10]([F:11])([F:12])[F:13]. The catalyst class is: 1.